This data is from Reaction yield outcomes from USPTO patents with 853,638 reactions. The task is: Predict the reaction yield, written as a fraction of the theoretical maximum amount of product (1.0 means a 100% yield; for example, 0.34 means a 34% yield). (1) The reactants are O[C:2]1[C:11]2[C:6](=[N:7][CH:8]=[CH:9][CH:10]=2)[N:5]([C:12]2[CH:17]=[CH:16][CH:15]=[CH:14][CH:13]=2)[C:4](=[O:18])[C:3]=1[C:19](=O)[CH2:20][C:21]1[CH:26]=[CH:25][CH:24]=[C:23]([O:27][CH3:28])[CH:22]=1.O.[NH2:31][NH2:32]. The catalyst is CN(C=O)C. The product is [CH3:28][O:27][C:23]1[CH:22]=[C:21]([CH:26]=[CH:25][CH:24]=1)[CH2:20][C:19]1[C:3]2[C:4](=[O:18])[N:5]([C:12]3[CH:17]=[CH:16][CH:15]=[CH:14][CH:13]=3)[C:6]3[N:7]=[CH:8][CH:9]=[CH:10][C:11]=3[C:2]=2[NH:32][N:31]=1. The yield is 0.830. (2) The yield is 1.01. The reactants are C(O[C:9]([N:11]([CH2:13][C:14]1[CH:19]=[C:18]([N+:20]([O-])=O)[CH:17]=[CH:16][C:15]=1[C@@H:23]([CH2:29][CH:30]([F:32])[F:31])[C:24]([O:26][CH2:27][CH3:28])=[O:25])C)=O)C1C=CC=CC=1.Cl. The catalyst is CO.[Pd]. The product is [NH2:20][C:18]1[CH:17]=[CH:16][C:15]([C@@H:23]([CH2:29][CH:30]([F:31])[F:32])[C:24]([O:26][CH2:27][CH3:28])=[O:25])=[C:14]([CH2:13][NH:11][CH3:9])[CH:19]=1. (3) The reactants are C[Mg]Br.[CH2:4]([N:11]1[CH2:16][CH2:15][C:14](=[O:17])[CH2:13][CH2:12]1)[C:5]1[CH:10]=[CH:9][CH:8]=[CH:7][CH:6]=1.O1CCC[CH2:19]1.[Cl-].[NH4+]. The catalyst is C(OCC)C. The product is [CH2:4]([N:11]1[CH2:16][CH2:15][C:14]([CH3:19])([OH:17])[CH2:13][CH2:12]1)[C:5]1[CH:6]=[CH:7][CH:8]=[CH:9][CH:10]=1. The yield is 0.720.